Dataset: Forward reaction prediction with 1.9M reactions from USPTO patents (1976-2016). Task: Predict the product of the given reaction. (1) Given the reactants [NH2:1][C:2]1[N:7]=[CH:6][C:5]([N:8]2[CH2:13][CH2:12][N:11]([C:14]([O:16][C:17]([CH3:20])([CH3:19])[CH3:18])=[O:15])[C@H:10]([CH3:21])[CH2:9]2)=[CH:4][CH:3]=1.Br[C:23]1[C:24](=[O:31])[N:25]([CH3:30])[CH:26]=[C:27]([Br:29])[CH:28]=1.C(=O)([O-])[O-].[Cs+].[Cs+].CC1(C)C2C(=C(P(C3C=CC=CC=3)C3C=CC=CC=3)C=CC=2)OC2C(P(C3C=CC=CC=3)C3C=CC=CC=3)=CC=CC1=2, predict the reaction product. The product is: [Br:29][C:27]1[CH:28]=[C:23]([NH:1][C:2]2[N:7]=[CH:6][C:5]([N:8]3[CH2:13][CH2:12][N:11]([C:14]([O:16][C:17]([CH3:20])([CH3:19])[CH3:18])=[O:15])[C@H:10]([CH3:21])[CH2:9]3)=[CH:4][CH:3]=2)[C:24](=[O:31])[N:25]([CH3:30])[CH:26]=1. (2) Given the reactants Cl[C:2]1[CH:7]=[C:6]([O:8][C:9]2[CH:10]=[N:11][C:12]([N+:15]([O-:17])=[O:16])=[CH:13][CH:14]=2)[CH:5]=[CH:4][N:3]=1.[C:18]([NH2:21])(=[O:20])[CH3:19].C([O-])([O-])=O.[Cs+].[Cs+].CCOC(C)=O, predict the reaction product. The product is: [N+:15]([C:12]1[N:11]=[CH:10][C:9]([O:8][C:6]2[CH:5]=[CH:4][N:3]=[C:2]([NH:21][C:18](=[O:20])[CH3:19])[CH:7]=2)=[CH:14][CH:13]=1)([O-:17])=[O:16]. (3) Given the reactants Br[CH2:2][C:3]([C:5]12[CH2:14][CH:9]3[CH2:10][CH:11]([CH2:13][CH:7]([CH2:8]3)[CH2:6]1)[CH2:12]2)=[O:4].[Cl:15][C:16]1[CH:21]=[CH:20][C:19]([Cl:22])=[CH:18][C:17]=1[SH:23], predict the reaction product. The product is: [C:5]12([C:3](=[O:4])[CH2:2][S:23][C:17]3[CH:18]=[C:19]([Cl:22])[CH:20]=[CH:21][C:16]=3[Cl:15])[CH2:14][CH:9]3[CH2:10][CH:11]([CH2:13][CH:7]([CH2:8]3)[CH2:6]1)[CH2:12]2.